This data is from Forward reaction prediction with 1.9M reactions from USPTO patents (1976-2016). The task is: Predict the product of the given reaction. (1) The product is: [CH3:43][CH2:42][CH2:41][CH2:40][CH2:39][CH2:38][CH2:37][CH2:36]/[CH:35]=[CH:34]\[CH2:33][CH2:32][CH2:31][CH2:30][CH2:29][CH2:28][CH2:27][C:25]([O:24][CH2:23][CH:22]([CH2:21][O:20][C:18]([CH2:17][CH2:16][CH2:15][CH2:14][CH2:13][CH2:12][CH2:11]/[CH:10]=[CH:9]\[CH2:8][CH2:7][CH2:6][CH2:5][CH2:4][CH2:3][CH2:2][CH3:1])=[O:19])[O:44][C:45]([CH2:47][CH2:48][CH2:49][CH2:50][CH2:51][CH2:52][CH2:53]/[CH:54]=[CH:55]\[CH2:56][CH2:57][CH2:58][CH2:59][CH2:60][CH2:61][CH2:62][CH3:63])=[O:46])=[O:26]. Given the reactants [CH3:1][CH2:2][CH2:3][CH2:4][CH2:5][CH2:6][CH2:7][CH2:8][CH2:9][CH2:10][CH2:11][CH2:12][CH2:13][CH2:14][CH2:15][CH2:16][CH2:17][C:18]([O:20][CH2:21][CH:22]([O:44][C:45]([CH2:47][CH2:48][CH2:49][CH2:50][CH2:51][CH2:52][CH2:53][CH2:54][CH2:55][CH2:56][CH2:57][CH2:58][CH2:59][CH2:60][CH2:61][CH2:62][CH3:63])=[O:46])[CH2:23][O:24][C:25]([CH2:27][CH2:28][CH2:29][CH2:30][CH2:31][CH2:32][CH2:33][CH2:34][CH2:35][CH2:36][CH2:37][CH2:38][CH2:39][CH2:40][CH2:41][CH2:42][CH3:43])=[O:26])=[O:19].C(O)(=O)CCCCCCC/C=C\CCCCCCCC.C(O)(=O)CCCCCCCCCCCCCCCCC.C(O)(=O)CCCCCCCCCCCCCCC, predict the reaction product. (2) The product is: [O:14]1[CH2:13][CH2:12][CH:11]([CH2:10][CH:9]2[NH:8][C:21](=[O:23])[CH2:20][NH:19][C:17]2=[O:18])[CH2:16][CH2:15]1. Given the reactants C(OC([NH:8][C@H:9]([C:17]([NH:19][CH2:20][C:21]([O:23]C)=O)=[O:18])[CH2:10][CH:11]1[CH2:16][CH2:15][O:14][CH2:13][CH2:12]1)=O)(C)(C)C.C(O)(C(F)(F)F)=O, predict the reaction product. (3) The product is: [F:1][C:2]1[CH:10]=[C:9]([N:11]2[CH2:15][C@H:14]([CH2:16][N:17]3[CH:21]=[CH:20][N:19]=[N:18]3)[O:13][C:12]2=[O:22])[CH:8]=[CH:7][C:3]=1[C:4]1[S:32][CH:46]=[C:45]([CH3:51])[N:6]=1. Given the reactants [F:1][C:2]1[CH:10]=[C:9]([N:11]2[CH2:15][C@H:14]([CH2:16][N:17]3[CH:21]=[CH:20][N:19]=[N:18]3)[O:13][C:12]2=[O:22])[CH:8]=[CH:7][C:3]=1[C:4]([NH2:6])=O.COC1C=CC(P2(SP(C3C=CC(OC)=CC=3)(=S)S2)=[S:32])=CC=1.[C:45]1([CH3:51])C=CC=C[CH:46]=1, predict the reaction product.